From a dataset of Reaction yield outcomes from USPTO patents with 853,638 reactions. Predict the reaction yield, written as a fraction of the theoretical maximum amount of product (1.0 means a 100% yield; for example, 0.34 means a 34% yield). (1) The reactants are C[O:2][C:3](=[O:35])[C:4]1[CH:9]=[CH:8][C:7]([NH:10][C:11](=[O:34])[CH:12]([C:19]2[CH:24]=[CH:23][C:22]([NH:25]C(C3C=NC=CC=3)=O)=[CH:21][CH:20]=2)[CH2:13][CH:14]2[CH2:18][CH2:17][CH2:16][CH2:15]2)=[N:6][CH:5]=1.[OH-:36].[Li+].[OH2:38]. The catalyst is O1CCCC1. The product is [CH:14]1([CH2:13][CH:12]([C:19]2[CH:24]=[CH:23][C:22]([N+:25]([O-:38])=[O:36])=[CH:21][CH:20]=2)[C:11]([NH:10][C:7]2[CH:8]=[CH:9][C:4]([C:3]([OH:2])=[O:35])=[CH:5][N:6]=2)=[O:34])[CH2:18][CH2:17][CH2:16][CH2:15]1. The yield is 0.0750. (2) The reactants are [H-].[Na+].[C:3]([O:13][C:14]([CH3:17])([CH3:16])[CH3:15])(=[O:12])[CH2:4][C:5]([O:7][C:8]([CH3:11])([CH3:10])[CH3:9])=[O:6].[Si:18]([O:25][CH2:26][CH2:27][CH2:28][CH2:29][CH2:30]Br)([C:21]([CH3:24])([CH3:23])[CH3:22])([CH3:20])[CH3:19]. The catalyst is C1COCC1. The product is [Si:18]([O:25][CH2:26][CH2:27][CH2:28][CH2:29][CH2:30][CH:4]([C:5]([O:7][C:8]([CH3:9])([CH3:10])[CH3:11])=[O:6])[C:3]([O:13][C:14]([CH3:17])([CH3:16])[CH3:15])=[O:12])([C:21]([CH3:22])([CH3:23])[CH3:24])([CH3:19])[CH3:20]. The yield is 0.340.